This data is from Peptide-MHC class I binding affinity with 185,985 pairs from IEDB/IMGT. The task is: Regression. Given a peptide amino acid sequence and an MHC pseudo amino acid sequence, predict their binding affinity value. This is MHC class I binding data. (1) The peptide sequence is NKSETDRW. The MHC is Mamu-B17 with pseudo-sequence Mamu-B17. The binding affinity (normalized) is 0.227. (2) The peptide sequence is FFNVEIPEF. The MHC is HLA-A24:03 with pseudo-sequence HLA-A24:03. The binding affinity (normalized) is 1.00. (3) The peptide sequence is KIDKLTFQI. The MHC is HLA-A02:03 with pseudo-sequence HLA-A02:03. The binding affinity (normalized) is 0.143. (4) The peptide sequence is KLWAQCVQL. The MHC is HLA-A02:03 with pseudo-sequence HLA-A02:03. The binding affinity (normalized) is 0.511. (5) The peptide sequence is LLANILSEK. The MHC is HLA-A03:01 with pseudo-sequence HLA-A03:01. The binding affinity (normalized) is 0.808. (6) The peptide sequence is TVNVILRPK. The MHC is HLA-A30:01 with pseudo-sequence HLA-A30:01. The binding affinity (normalized) is 0.664. (7) The peptide sequence is RESGLLPSLL. The MHC is HLA-B45:01 with pseudo-sequence HLA-B45:01. The binding affinity (normalized) is 0.619. (8) The peptide sequence is LEACYKRSV. The MHC is HLA-A02:03 with pseudo-sequence HLA-A02:03. The binding affinity (normalized) is 0.0847.